This data is from Full USPTO retrosynthesis dataset with 1.9M reactions from patents (1976-2016). The task is: Predict the reactants needed to synthesize the given product. (1) Given the product [N:19]1([C:3]([N:9]2[CH2:10][CH:11]3[CH2:15][C:14](=[O:16])[CH2:13][CH:12]3[CH2:8]2)=[O:5])[CH2:20][CH2:21][CH2:25][CH2:23][CH2:22]1, predict the reactants needed to synthesize it. The reactants are: FC(F)(F)[C:3]([OH:5])=O.[CH2:8]1[CH:12]2[CH2:13][C:14](=[O:16])[CH2:15][CH:11]2[CH2:10][NH:9]1.C([N:19]([CH2:22][CH3:23])[CH2:20][CH3:21])C.Cl[CH2:25]Cl. (2) Given the product [CH:1]1([C@@H:4]([C:11]2[CH:16]=[CH:15][C:14]([I:25])=[C:13]([OH:17])[CH:12]=2)[C@H:5]([CH3:10])[C:6]([O:8][CH3:9])=[O:7])[CH2:3][CH2:2]1, predict the reactants needed to synthesize it. The reactants are: [CH:1]1([C@@H:4]([C:11]2[CH:16]=[CH:15][CH:14]=[C:13]([OH:17])[CH:12]=2)[C@H:5]([CH3:10])[C:6]([O:8][CH3:9])=[O:7])[CH2:3][CH2:2]1.C1C(=O)N([I:25])C(=O)C1. (3) Given the product [F:1][C:2]([F:10])([F:9])[C@H:3]([CH3:8])[CH2:4][CH2:5][OH:6], predict the reactants needed to synthesize it. The reactants are: [F:1][C:2]([F:10])([F:9])[C@H:3]([CH3:8])[CH2:4][C:5](O)=[O:6].[Li].O.Cl. (4) Given the product [C:1]([O:5][C:6]([N:8]1[C:16]2[CH:15]=[CH:14][N:13]=[CH:12][C:11]=2[CH:10]=[C:9]1[CH2:17][N:18]1[CH2:22][CH2:21][C@H:20]([NH2:23])[C:19]1=[O:34])=[O:7])([CH3:4])([CH3:2])[CH3:3], predict the reactants needed to synthesize it. The reactants are: [C:1]([O:5][C:6]([N:8]1[C:16]2[CH:15]=[CH:14][N:13]=[CH:12][C:11]=2[CH:10]=[C:9]1[CH2:17][N:18]1[CH2:22][CH2:21][C@H:20]([NH:23]C(OCC2C=CC=CC=2)=O)[C:19]1=[O:34])=[O:7])([CH3:4])([CH3:3])[CH3:2]. (5) Given the product [NH2:27][C:26]1[C:21]2[C:20](=[O:32])[N:19]([C:16]3[CH:17]=[CH:18][C:13]([CH:10]4[CH2:9][CH2:8][CH:7]([CH2:6][C:5]([OH:34])=[O:4])[CH2:12][CH2:11]4)=[CH:14][C:15]=3[F:33])[CH2:31][CH2:30][C:22]=2[N:23]=[C:24]([O:28][CH3:29])[N:25]=1, predict the reactants needed to synthesize it. The reactants are: [OH-].[Li+].C[O:4][C:5](=[O:34])[CH2:6][CH:7]1[CH2:12][CH2:11][CH:10]([C:13]2[CH:18]=[CH:17][C:16]([N:19]3[CH2:31][CH2:30][C:22]4[N:23]=[C:24]([O:28][CH3:29])[N:25]=[C:26]([NH2:27])[C:21]=4[C:20]3=[O:32])=[C:15]([F:33])[CH:14]=2)[CH2:9][CH2:8]1.Cl.C(O)(C)C. (6) Given the product [CH3:1][C:2]1[N:7]=[C:6]([C:8]([O:10][CH3:18])=[O:9])[CH:5]=[CH:4][C:3]=1[N+:11]([O-:13])=[O:12], predict the reactants needed to synthesize it. The reactants are: [CH3:1][C:2]1[N:7]=[C:6]([C:8]([OH:10])=[O:9])[CH:5]=[CH:4][C:3]=1[N+:11]([O-:13])=[O:12].S(Cl)(Cl)=O.[CH3:18]O. (7) Given the product [Cl:1][C:2]1[C:7](=[O:8])[C:6]([OH:9])=[C:5]([CH:10]([N:18]([CH3:23])[CH3:19])[C:11]([F:14])([F:13])[F:12])[N:4]([CH3:16])[C:3]=1[CH3:17], predict the reactants needed to synthesize it. The reactants are: [Cl:1][C:2]1[C:7](=[O:8])[C:6]([OH:9])=[C:5]([CH:10](O)[C:11]([F:14])([F:13])[F:12])[N:4]([CH3:16])[C:3]=1[CH3:17].[N:18]1[CH:23]=CC=C[CH:19]=1.S(Cl)(Cl)=O.CNC. (8) Given the product [CH2:1]([N:4]1[C:12]2[C:7](=[CH:8][CH:9]=[CH:10][CH:11]=2)[C:6](=[O:13])[C:5]1=[O:14])[CH2:2][CH2:3][CH3:16], predict the reactants needed to synthesize it. The reactants are: [CH2:1]([N:4]1[C:12]2[C:7](=[CH:8][CH:9]=[CH:10][CH:11]=2)[C:6](=[O:13])[C:5]1=[O:14])[CH2:2][CH3:3].N1C2C(=CC=CC=2)C(=O)[C:16]1=O.BrCCCC. (9) Given the product [CH2:1]([N:8]([CH2:25][CH2:26][CH3:27])[C:9]1[CH:10]=[CH:11][C:12]([C:15]2[CH:19]=[C:18]([CH2:20][O:21][C:22](=[O:24])[NH2:23])[O:17][N:16]=2)=[CH:13][CH:14]=1)[C:2]1[CH:7]=[CH:6][CH:5]=[CH:4][CH:3]=1, predict the reactants needed to synthesize it. The reactants are: [CH2:1]([NH:8][C:9]1[CH:14]=[CH:13][C:12]([C:15]2[CH:19]=[C:18]([CH2:20][O:21][C:22](=[O:24])[NH2:23])[O:17][N:16]=2)=[CH:11][CH:10]=1)[C:2]1[CH:7]=[CH:6][CH:5]=[CH:4][CH:3]=1.[CH:25](=O)[CH2:26][CH3:27].